This data is from Reaction yield outcomes from USPTO patents with 853,638 reactions. The task is: Predict the reaction yield, written as a fraction of the theoretical maximum amount of product (1.0 means a 100% yield; for example, 0.34 means a 34% yield). (1) The reactants are [N:1]1[CH:6]=[CH:5][CH:4]=[CH:3][C:2]=1[C:7]1[CH:14]=[CH:13][C:10]([CH:11]=[O:12])=[CH:9][CH:8]=1.[OH-].[K+].[N+:17]([CH3:20])([O-:19])=[O:18]. The catalyst is C1COCC1.CO. The product is [N+:17]([CH2:20][CH:11]([C:10]1[CH:9]=[CH:8][C:7]([C:2]2[CH:3]=[CH:4][CH:5]=[CH:6][N:1]=2)=[CH:14][CH:13]=1)[OH:12])([O-:19])=[O:18]. The yield is 0.600. (2) The reactants are Cl[CH2:2][CH2:3][CH2:4]/[C:5](=[N:11]\[S@:12]([C:14]([CH3:17])([CH3:16])[CH3:15])=[O:13])/[C:6]1[S:7][CH:8]=[CH:9][CH:10]=1. The catalyst is CO. The product is [CH3:15][C:14]([S@@:12]([N:11]1[CH2:2][CH2:3][CH2:4][C@@H:5]1[C:6]1[S:7][CH:8]=[CH:9][CH:10]=1)=[O:13])([CH3:17])[CH3:16]. The yield is 0.930.